From a dataset of Full USPTO retrosynthesis dataset with 1.9M reactions from patents (1976-2016). Predict the reactants needed to synthesize the given product. Given the product [C:1]([N:5]1[C:9](=[O:10])[C:8]([NH:11][CH2:12][C:13]([O:15][CH2:32][C:29]2[CH:30]=[CH:31][C:26]([O:25][CH3:24])=[CH:27][CH:28]=2)=[O:14])=[C:7]([C:16]2[CH:21]=[CH:20][CH:19]=[CH:18][CH:17]=2)[S:6]1(=[O:23])=[O:22])([CH3:4])([CH3:2])[CH3:3], predict the reactants needed to synthesize it. The reactants are: [C:1]([N:5]1[C:9](=[O:10])[C:8]([NH:11][CH2:12][C:13]([OH:15])=[O:14])=[C:7]([C:16]2[CH:21]=[CH:20][CH:19]=[CH:18][CH:17]=2)[S:6]1(=[O:23])=[O:22])([CH3:4])([CH3:3])[CH3:2].[CH3:24][O:25][C:26]1[CH:31]=[CH:30][C:29]([CH2:32]O)=[CH:28][CH:27]=1.C(Cl)CCl.C([O-])([O-])=O.[K+].[K+].